Dataset: Catalyst prediction with 721,799 reactions and 888 catalyst types from USPTO. Task: Predict which catalyst facilitates the given reaction. (1) The catalyst class is: 4. Product: [CH:21]1([NH:24][C:2]2[CH:7]=[C:6]([F:8])[C:5]([F:9])=[CH:4][C:3]=2[N+:10]([O-:12])=[O:11])[CH2:23][CH2:22]1. Reactant: F[C:2]1[CH:7]=[C:6]([F:8])[C:5]([F:9])=[CH:4][C:3]=1[N+:10]([O-:12])=[O:11].[F-].[K+].C(=O)([O-])[O-].[K+].[K+].[CH:21]1([NH2:24])[CH2:23][CH2:22]1. (2) Reactant: CC(C)([O-])C.[K+].C(O)(C)(C)C.[CH3:12][O:13][C:14](=[O:20])[CH2:15][C:16](=[O:19])[CH2:17][CH3:18].[Cl:21][C:22]1[CH:27]=[C:26]([Cl:28])[CH:25]=[CH:24][C:23]=1[CH2:29]Cl. Product: [CH3:12][O:13][C:14](=[O:20])[CH:15]([CH2:29][C:23]1[CH:24]=[CH:25][C:26]([Cl:28])=[CH:27][C:22]=1[Cl:21])[C:16](=[O:19])[CH2:17][CH3:18]. The catalyst class is: 30. (3) Reactant: [Cl:1][C:2]1[CH:3]=[CH:4][C:5]([N:10]2[CH:14]=[C:13]([CH3:15])[N:12]=[CH:11]2)=[C:6]([CH:9]=1)[C:7]#[N:8].[CH3:16][N+:17]([CH3:19])=[CH2:18].[I-]. Product: [Cl:1][C:2]1[CH:3]=[CH:4][C:5]([N:10]2[C:14]([CH2:16][N:17]([CH3:19])[CH3:18])=[C:13]([CH3:15])[N:12]=[CH:11]2)=[C:6]([CH:9]=1)[C:7]#[N:8]. The catalyst class is: 3.